This data is from Experimentally validated miRNA-target interactions with 360,000+ pairs, plus equal number of negative samples. The task is: Binary Classification. Given a miRNA mature sequence and a target amino acid sequence, predict their likelihood of interaction. (1) The miRNA is hsa-miR-548s with sequence AUGGCCAAAACUGCAGUUAUUUU. The protein sequence of the target gene is MPSEKTFKQRRTFEQRVEDVRLIREQHPTKIPVIIERYKGEKQLPVLDKTKFLVPDHVNMSELIKIIRRRLQLNANQAFFLLVNGHSMVSVSTPISEVYESEKDEDGFLYMVYASQETFGMKLSV. Result: 1 (interaction). (2) The miRNA is mmu-miR-466p-3p with sequence AUACAUACACGCACACAUAAGA. The protein sequence of the target gene is MTAEDSATAMNSDPTVGSSTKVPEGVAGAPNEAALLALIERTGYTMVQENGQRKYGGPPPGWEGPHPQRGCEVFVGKIPRDVYEDELVPVFETVGRIYELRLMMDFDGKNRGYAFVMYCHKHEAKRAVRELNNYEIRPGRLLGVCCSVDNCRLFIGGIPKMKKRGEILEEIAKVTEGVLNVIVYASAADKMKNRGFAFVEYESHRAAAMARRKLMPGRIQLWGHQIAVDWAEPEIDVDEDVMQTVKILYVRNLMIETTEETIKKSFGQFNPGCVERVKKIRDYAFVHFTSREDAVHAMNN.... Result: 1 (interaction). (3) The miRNA is hsa-miR-4735-3p with sequence AAAGGUGCUCAAAUUAGACAU. The protein sequence of the target gene is MIRGFEAPMAENPPPPPPPVIFCHDSPKRVLVSVIRTTPIKPTCGGGGEPEPPPPLIPTSPGFSDFMVYPWRWGENAHNVTLSPGAAGAAASAALPAAAAAEHSGLRGRGAPPPAASASAAASGGEDEEEASSPDSGHLKDGIRRGRPRADTVRDLINEGEHSSSRIRCNICNRVFPREKSLQAHKRTHTGERPYLCDYPDCGKAFVQSGQLKTHQRLHTGEKPFVCSENGCLSRFTHANRHCPKHPYARLKREEPTDTLSKHQAADNKAAAEWLARYWEMREQRTPTLKGKLVQKADQE.... Result: 1 (interaction). (4) The miRNA is hsa-miR-6811-5p with sequence AUGCAGGCCUGUGUACAGCACU. The protein sequence of the target gene is MVIAGASWMLGRAAASPTQTPPTTSTIRVARRSRVALVAMVIAAAGSGGPGRAEPQLSQPSLDCGRMRSSLTPLGPPVSRDRVIASFPKWYTPEACLQLREHFHGQVSAACQRRNTGTVGLKLSKVVVVGDLYVGKTSLIHRFCKNVFDRDYKATIGVDFEIERFEIAGIPYSLQIWDTAGQEKFKCIASAYYRGAQVIITAFDLTDVQTLEHTRQWLEDALRENEAGSCFIFLVGTKKDLLSGAACEQAEADAVHLAREMQAEYWSVSAKTGENVKAFFSRVAALAFEQSVLQDLERQS.... Result: 0 (no interaction). (5) The miRNA is mmu-miR-1306-5p with sequence CACCACCUCCCCUGCAAACGUCC. The protein sequence of the target gene is MPHFTVVPVDGPRRGDYDNLEGLSWVDYGERAELDDSDGHGNHRESSPFLSPLEASRGIDYYDRNLALFEEELDIRPKVSSLLGKLVSYTNLTQGAKEHEEAESGEGTRRRAAEAPSMGTLMGVYLPCLQNIFGVILFLRLTWMVGTAGVLQALLIVLICCCCTLLTAISMSAIATNGVVPAGGSYFMISRSLGPEFGGAVGLCFYLGTTFAAAMYILGAIEILLTYIAPPAAIFYPSGAHDTSNATLNNMRVYGTIFLTFMTLVVFVGVKYVNKFASLFLACVIISILSIYAGGIKSIF.... Result: 0 (no interaction). (6) The miRNA is hsa-miR-4774-3p with sequence AUUGCCUAACAUGUGCCAGAA. The protein sequence of the target gene is MRLGPRPAALGLLLPLLLYAAVAGASKAEELHYPQGEHRADYDREALLGVQEDVDEYVKLGHEEQQRRLQSIIKKIDSDSDGFLTENELSQWIQMSFKHYAMQEAKQQFVEYDKNSDGAVTWDEYNIQMYDRVIDFDENTALDDTEEGSFRQLHLKDKKRFEKANQDSGPGLSLEEFIAFEHPEEVDYMTEFVIQEALEEHDKNGDGFVSLEEFLGDYRRDPTANEDPEWILVEKDRFVNDYDKDNDGRLDPQELLSWVVPNNQGIAQEEALHLIDEMDLNSDKKLSEEEILENQDLFLT.... Result: 0 (no interaction). (7) The miRNA is hsa-miR-4769-3p with sequence UCUGCCAUCCUCCCUCCCCUAC. The protein sequence of the target gene is MGPRQGRWWLLLWLPPLATLPVRGEAAAAALSVRRCKALKEKDLIRTSESDCYCYNQNSQVEWKYIWSTMQVKITSPGLFRIVYIAERHNCQYPENILSFIKCVIHNFWIPKESNEITIIINPYRETVCFSVEPVKKIFNYMIHVNRNIMDFKLFLVFVAGVFLFFYARTLSQSPTFYYSSGTVLGVLMTLVFVLLLVKRFIPKYSTFWALMVGCWFASVYIVCQLMEDLKWLWYENRIYVLGYVLIVGFFSFVVCYKHGPLADDRSRSLLMWMLRLLSLVLVYAGVAVPQFAYAAIILL.... Result: 0 (no interaction). (8) The miRNA is hsa-miR-2682-5p with sequence CAGGCAGUGACUGUUCAGACGUC. The protein sequence of the target gene is MASSRVPQQLFLQGVAAVYLFAFASLYTQIPGLYGPEGILPARRTLRPQGKGLWQQLWETPTLLWEAPRLGLDTAQGLDLLTLLGTVLALGALLLNSLRHPFVYLLLWVAYRSAYQVGQVFLYFQWDSLLLETGFLAILVAPLRGPSKHKILQGRLAGALPHEDLPFWLVRWLLFRLMFASGVVKLTSRCPTWWGLTALTYHYETQCLPTPAAWFAHHLPVWLHKLSVVATFLIEIAVPPLFFAPIRRLRLTAFYAQALLQVLIIITGNYNFFNLLTLVLTTALLDDRHLSAEPGLRCHK.... Result: 0 (no interaction).